Dataset: Reaction yield outcomes from USPTO patents with 853,638 reactions. Task: Predict the reaction yield, written as a fraction of the theoretical maximum amount of product (1.0 means a 100% yield; for example, 0.34 means a 34% yield). (1) The reactants are [C:1]1([C:7]2[NH:11][CH:10]=[C:9]([CH2:12][OH:13])[CH:8]=2)[CH:6]=[CH:5][CH:4]=[CH:3][CH:2]=1.C[N+]1([O-])CCOCC1. The catalyst is C(#N)C.[Ru]([O-])(=O)(=O)=O.C([N+](CCC)(CCC)CCC)CC. The product is [C:1]1([C:7]2[NH:11][CH:10]=[C:9]([CH:12]=[O:13])[CH:8]=2)[CH:6]=[CH:5][CH:4]=[CH:3][CH:2]=1. The yield is 0.620. (2) The reactants are Cl.[CH3:2][O:3][C:4]1[CH:5]=[C:6]([C:10]2[N:11]=[C:12]3[N:16]([C:17]=2[C:18]2[CH:23]=[CH:22][N:21]=[C:20]([NH:24][C@@H:25]4[CH2:30][CH2:29][CH2:28][NH:27][CH2:26]4)[N:19]=2)[CH:15]=[CH:14][S:13]3)[CH:7]=[CH:8][CH:9]=1.CCN(C(C)C)C(C)C.C(=O)([O-])[O-].[K+].[K+].CC1C=CC(S(O[CH2:57][C@@H:58]2[CH2:62][O:61][C:60]([CH3:64])([CH3:63])[O:59]2)(=O)=O)=CC=1. The catalyst is CN(C=O)C.[I-].C([N+](CCCC)(CCCC)CCCC)CCC. The product is [CH3:63][C:60]1([CH3:64])[O:59][C@H:58]([CH2:57][N:27]2[CH2:28][CH2:29][CH2:30][C@@H:25]([NH:24][C:20]3[N:19]=[C:18]([C:17]4[N:16]5[C:12]([S:13][CH:14]=[CH:15]5)=[N:11][C:10]=4[C:6]4[CH:7]=[CH:8][CH:9]=[C:4]([O:3][CH3:2])[CH:5]=4)[CH:23]=[CH:22][N:21]=3)[CH2:26]2)[CH2:62][O:61]1. The yield is 0.640.